Dataset: Reaction yield outcomes from USPTO patents with 853,638 reactions. Task: Predict the reaction yield, written as a fraction of the theoretical maximum amount of product (1.0 means a 100% yield; for example, 0.34 means a 34% yield). (1) The reactants are [Cl:1][C:2]1[CH:3]=[CH:4][C:5]([O:38][C:39]([F:42])([F:41])[F:40])=[C:6]2[C:10]=1[N:9]([CH2:11][CH2:12][O:13][CH3:14])[CH:8]=[C:7]2[C:15]([N:17]1[CH2:22][CH2:21][CH:20]([C:23]2[CH:24]=[C:25]([CH:34]=[CH:35][C:36]=2[F:37])[CH2:26][NH:27]C(=O)C(F)(F)F)[CH2:19][CH2:18]1)=[O:16].C([O-])([O-])=O.[K+].[K+]. The catalyst is CO. The product is [ClH:1].[NH2:27][CH2:26][C:25]1[CH:34]=[CH:35][C:36]([F:37])=[C:23]([CH:20]2[CH2:21][CH2:22][N:17]([C:15]([C:7]3[C:6]4[C:10](=[C:2]([Cl:1])[CH:3]=[CH:4][C:5]=4[O:38][C:39]([F:42])([F:40])[F:41])[N:9]([CH2:11][CH2:12][O:13][CH3:14])[CH:8]=3)=[O:16])[CH2:18][CH2:19]2)[CH:24]=1. The yield is 0.680. (2) The reactants are C(S[C:4]1[CH:10]=[C:9]([C:11]2[C:12]([C:17]3[CH:22]=[CH:21][CH:20]=[CH:19][C:18]=3[F:23])=[N:13][N:14]([CH3:16])[CH:15]=2)[CH:8]=[CH:7][C:5]=1[NH2:6])C.[CH:24]1C=C(Cl)C=C(C(OO)=O)[CH:25]=1.[S:35]([O-:39])([O-])(=[O:37])=S.[Na+].[Na+].C([O-])(O)=O.[Na+]. The catalyst is C1COCC1.CCOC(C)=O.C(Cl)Cl. The product is [CH2:24]([S:35]([C:7]1[CH:8]=[C:9]([C:11]2[C:12]([C:17]3[CH:22]=[CH:21][CH:20]=[CH:19][C:18]=3[F:23])=[N:13][N:14]([CH3:16])[CH:15]=2)[CH:10]=[CH:4][C:5]=1[NH2:6])(=[O:39])=[O:37])[CH3:25]. The yield is 0.850. (3) The reactants are Cl[C:2]1[N:7]=[CH:6][C:5]2[N:8]=[C:9]([CH2:14][O:15][CH2:16][CH2:17][N:18]([CH3:20])[CH3:19])[N:10]([CH:11]([CH3:13])[CH3:12])[C:4]=2[CH:3]=1.[CH3:21][O:22][CH:23]1[CH2:28][CH2:27][N:26]([C:29]2[N:34]=[C:33]([NH2:35])[CH:32]=[CH:31][N:30]=2)[CH2:25][CH2:24]1.CC(C1C=C(C(C)C)C(C2C=CC=CC=2P(C2CCCCC2)C2CCCCC2)=C(C(C)C)C=1)C.C([O-])([O-])=O.[Cs+].[Cs+]. The catalyst is O1CCOCC1.C1C=CC(/C=C/C(/C=C/C2C=CC=CC=2)=O)=CC=1.C1C=CC(/C=C/C(/C=C/C2C=CC=CC=2)=O)=CC=1.C1C=CC(/C=C/C(/C=C/C2C=CC=CC=2)=O)=CC=1.[Pd].[Pd]. The product is [CH3:19][N:18]([CH3:20])[CH2:17][CH2:16][O:15][CH2:14][C:9]1[N:10]([CH:11]([CH3:13])[CH3:12])[C:4]2[CH:3]=[C:2]([NH:35][C:33]3[CH:32]=[CH:31][N:30]=[C:29]([N:26]4[CH2:25][CH2:24][CH:23]([O:22][CH3:21])[CH2:28][CH2:27]4)[N:34]=3)[N:7]=[CH:6][C:5]=2[N:8]=1. The yield is 0.600. (4) The reactants are [CH:1]1([C@H:4]([C:10]2[CH:15]=[CH:14][C:13]([O:16][CH2:17][C:18]3[CH:19]=[C:20]([C:28]4[CH:33]=[C:32]([O:34][CH3:35])[CH:31]=[CH:30][C:29]=4[F:36])[C:21]([C:24]([CH3:27])([CH3:26])[CH3:25])=[CH:22][CH:23]=3)=[CH:12][CH:11]=2)[CH2:5][C:6]([O:8]C)=[O:7])[CH2:3][CH2:2]1.[Li+].[OH-]. The catalyst is C1COCC1.CO. The product is [CH:1]1([C@@H:4]([C:10]2[CH:15]=[CH:14][C:13]([O:16][CH2:17][C:18]3[CH:19]=[C:20]([C:28]4[CH:33]=[C:32]([O:34][CH3:35])[CH:31]=[CH:30][C:29]=4[F:36])[C:21]([C:24]([CH3:25])([CH3:26])[CH3:27])=[CH:22][CH:23]=3)=[CH:12][CH:11]=2)[CH2:5][C:6]([OH:8])=[O:7])[CH2:2][CH2:3]1. The yield is 0.500. (5) The reactants are [CH3:1][O:2][C:3]1[CH:4]=[C:5]([N:12]2[CH2:17][CH2:16][P:15](=[O:19])([CH3:18])[CH2:14][CH2:13]2)[CH:6]=[CH:7][C:8]=1[N+:9]([O-])=O. The catalyst is [Pd].C(O)C. The product is [CH3:1][O:2][C:3]1[CH:4]=[C:5]([N:12]2[CH2:17][CH2:16][P:15]([CH3:18])(=[O:19])[CH2:14][CH2:13]2)[CH:6]=[CH:7][C:8]=1[NH2:9]. The yield is 0.870. (6) The reactants are [Cl:1][C:2]1[CH:29]=[CH:28][C:5]([NH:6][C:7]2[C:16]3[C:11](=[CH:12][C:13]([O:19][CH2:20][CH2:21][CH2:22][C:23]([O:25]CC)=[O:24])=[C:14]([O:17][CH3:18])[CH:15]=3)[N:10]=[CH:9][N:8]=2)=[C:4]([F:30])[CH:3]=1.O.CO.Cl. The catalyst is [OH-].[Na+]. The product is [C:23]([CH2:22][CH2:21][CH2:20][O:19][C:13]1[CH:12]=[C:11]2[C:16]([C:7]([NH:6][C:5]3[CH:28]=[CH:29][C:2]([Cl:1])=[CH:3][C:4]=3[F:30])=[N:8][CH:9]=[N:10]2)=[CH:15][C:14]=1[O:17][CH3:18])([OH:25])=[O:24]. The yield is 0.830.